Predict the reaction yield, written as a fraction of the theoretical maximum amount of product (1.0 means a 100% yield; for example, 0.34 means a 34% yield). From a dataset of Reaction yield outcomes from USPTO patents with 853,638 reactions. (1) The reactants are [N:1]([O-])=O.[Na+].[F:5][C:6]1[CH:7]=[C:8]([NH2:13])[C:9]([NH2:12])=[CH:10][CH:11]=1. The catalyst is O.C(O)(=O)C. The product is [F:5][C:6]1[CH:11]=[CH:10][C:9]2[NH:12][N:1]=[N:13][C:8]=2[CH:7]=1. The yield is 0.850. (2) The reactants are [CH2:1]([C:5]1[N:6]=[C:7]([CH3:27])[NH:8][C:9](=[O:26])[C:10]=1[CH2:11][C:12]1[CH:17]=[CH:16][C:15]([C:18]2[C:19]([C:24]#[N:25])=[CH:20][CH:21]=[CH:22][CH:23]=2)=[CH:14][CH:13]=1)[CH2:2][CH2:3][CH3:4].[H-].[Na+].CN(C)C=O.Br[CH2:36][C:37]([C:39]1[CH:44]=[CH:43][C:42]([O:45][CH3:46])=[CH:41][CH:40]=1)=[O:38]. The catalyst is C(OCC)(=O)C. The product is [CH2:1]([C:5]1[N:6]=[C:7]([CH3:27])[N:8]([CH2:36][C:37]([C:39]2[CH:44]=[CH:43][C:42]([O:45][CH3:46])=[CH:41][CH:40]=2)=[O:38])[C:9](=[O:26])[C:10]=1[CH2:11][C:12]1[CH:17]=[CH:16][C:15]([C:18]2[C:19]([C:24]#[N:25])=[CH:20][CH:21]=[CH:22][CH:23]=2)=[CH:14][CH:13]=1)[CH2:2][CH2:3][CH3:4]. The yield is 0.480.